Dataset: Catalyst prediction with 721,799 reactions and 888 catalyst types from USPTO. Task: Predict which catalyst facilitates the given reaction. (1) Reactant: [CH2:1]([C:5]([CH3:22])([CH2:11][C:12]1[CH:17]=[CH:16][C:15]([O:18][CH2:19][CH2:20][OH:21])=[CH:14][CH:13]=1)[C:6]([O:8][CH2:9][CH3:10])=[O:7])[CH2:2][CH2:3][CH3:4].[CH3:23][S:24](Cl)(=[O:26])=[O:25]. Product: [CH2:1]([C:5]([CH3:22])([CH2:11][C:12]1[CH:17]=[CH:16][C:15]([O:18][CH2:19][CH2:20][O:21][S:24]([CH3:23])(=[O:26])=[O:25])=[CH:14][CH:13]=1)[C:6]([O:8][CH2:9][CH3:10])=[O:7])[CH2:2][CH2:3][CH3:4]. The catalyst class is: 66. (2) Reactant: [CH:1]1[C:10]2[C:5](=[C:6]([CH:11]([CH2:17][C:18]([O:20][C:21]([CH3:24])([CH3:23])[CH3:22])=[O:19])[C:12]([O:14]CC)=[O:13])[CH:7]=[CH:8][CH:9]=2)[CH:4]=[CH:3][N:2]=1.[Li+].[OH-].OP(O)(O)=O. Product: [C:21]([O:20][C:18](=[O:19])[CH2:17][CH:11]([C:6]1[CH:7]=[CH:8][CH:9]=[C:10]2[C:5]=1[CH:4]=[CH:3][N:2]=[CH:1]2)[C:12]([OH:14])=[O:13])([CH3:24])([CH3:22])[CH3:23]. The catalyst class is: 24. (3) Reactant: [CH3:1][O:2][C:3]1[CH:4]=[C:5]2[C:10](=[CH:11][C:12]=1[O:13][CH3:14])[N:9]=[CH:8][N:7]=[C:6]2[O:15][C:16]1[CH:22]=[CH:21][C:19]([NH2:20])=[C:18]([N+:23]([O-:25])=[O:24])[CH:17]=1.Cl[C:27](Cl)([O:29][C:30](=[O:36])OC(Cl)(Cl)Cl)Cl.[CH:38]1(O)[CH2:44][CH2:43]C[CH2:41][CH2:40][CH2:39]1.C(=O)(O)[O-].[Na+]. Product: [CH3:1][O:2][C:3]1[CH:4]=[C:5]2[C:10](=[CH:11][C:12]=1[O:13][CH3:14])[N:9]=[CH:8][N:7]=[C:6]2[O:15][C:16]1[CH:22]=[CH:21][C:19]([NH:20][C:30](=[O:36])[O:29][CH:27]2[CH2:41][CH2:40][CH2:39][CH2:38][CH2:44][CH2:43]2)=[C:18]([N+:23]([O-:25])=[O:24])[CH:17]=1. The catalyst class is: 208. (4) Reactant: O.[F-].C([N+](C)(C)C)C1C=CC=CC=1.[F:14][C:15]1[CH:16]=[C:17]2[C:21](=[CH:22][CH:23]=1)[NH:20][C:19]([Si](CC)(CC)CC)=[C:18]2[CH2:31][O:32][CH2:33][CH:34]1[CH2:39][CH2:38][C:37]([C:43]2[S:44][CH:45]=[CH:46][CH:47]=2)([N:40]([CH3:42])[CH3:41])[CH2:36][CH2:35]1. Product: [F:14][C:15]1[CH:16]=[C:17]2[C:21](=[CH:22][CH:23]=1)[NH:20][CH:19]=[C:18]2[CH2:31][O:32][CH2:33][CH:34]1[CH2:39][CH2:38][C:37]([C:43]2[S:44][CH:45]=[CH:46][CH:47]=2)([N:40]([CH3:42])[CH3:41])[CH2:36][CH2:35]1. The catalyst class is: 7. (5) Reactant: [Br:1][C:2]1[CH:14]=[CH:13][C:5]([NH:6][CH:7]2[CH2:12][CH2:11][CH2:10][CH2:9][CH2:8]2)=[C:4]([N+:15]([O-:17])=[O:16])[CH:3]=1.Br[CH2:19][C:20]([CH3:22])=[CH2:21].[H-].[Na+]. Product: [Br:1][C:2]1[CH:14]=[CH:13][C:5]([N:6]([CH:7]2[CH2:8][CH2:9][CH2:10][CH2:11][CH2:12]2)[CH2:21][C:20]([CH3:22])=[CH2:19])=[C:4]([N+:15]([O-:17])=[O:16])[CH:3]=1. The catalyst class is: 3. (6) Reactant: [N+:1]([C:4]1[CH:13]=[CH:12][CH:11]=[C:10]2[C:5]=1[C:6]([CH:15]=[CH2:16])=[CH:7][N+:8]([O-])=[CH:9]2)([O-:3])=[O:2].P(Cl)(Cl)([Cl:19])=O.[OH-].[Na+]. Product: [Cl:19][C:9]1[C:10]2[C:5](=[C:4]([N+:1]([O-:3])=[O:2])[CH:13]=[CH:12][CH:11]=2)[C:6]([CH:15]=[CH2:16])=[CH:7][N:8]=1. The catalyst class is: 22.